This data is from Catalyst prediction with 721,799 reactions and 888 catalyst types from USPTO. The task is: Predict which catalyst facilitates the given reaction. Reactant: [OH:1][C:2]1[C:11]2[C:6](=[CH:7][C:8]([CH3:13])=[C:9]([CH3:12])[CH:10]=2)[O:5][C:4](=[O:14])[CH:3]=1.C(N(CC)CC)C.[CH2:22]([O:24][C:25](=[O:30])[CH2:26][N:27]=[C:28]=[O:29])[CH3:23]. Product: [CH2:22]([O:24][C:25](=[O:30])[CH2:26][NH:27][C:28]([C:3]1[C:4](=[O:14])[O:5][C:6]2[C:11]([C:2]=1[OH:1])=[CH:10][C:9]([CH3:12])=[C:8]([CH3:13])[CH:7]=2)=[O:29])[CH3:23]. The catalyst class is: 2.